Dataset: Catalyst prediction with 721,799 reactions and 888 catalyst types from USPTO. Task: Predict which catalyst facilitates the given reaction. (1) Reactant: [C:1]([O:4][C@H:5]1[CH2:29][CH2:28][C@@:27]2([CH3:30])[C:7]3([O:32][C@H:8]3[CH2:9][C@@H:10]3[C@@H:26]2[CH2:25][CH2:24][C@@:23]2([CH3:31])[C@H:11]3[CH2:12][CH2:13][C@@H:14]2[C@H:15]([CH3:22])[CH2:16][CH2:17][CH2:18][CH:19]([CH3:21])[CH3:20])[CH2:6]1)(=[O:3])[CH3:2].[NH2:33][CH2:34][CH2:35][C:36]1[N:40]=[CH:39][NH:38][CH:37]=1.C(O)CCC. Product: [C:1]([O:4][C@H:5]1[CH2:29][CH2:28][C@@:27]2([CH3:30])[C@@:7]([OH:32])([C@H:8]([NH:33][CH2:34][CH2:35][C:36]3[N:40]=[CH:39][NH:38][CH:37]=3)[CH2:9][C@@H:10]3[C@@H:26]2[CH2:25][CH2:24][C@@:23]2([CH3:31])[C@H:11]3[CH2:12][CH2:13][C@@H:14]2[C@H:15]([CH3:22])[CH2:16][CH2:17][CH2:18][CH:19]([CH3:20])[CH3:21])[CH2:6]1)(=[O:3])[CH3:2]. The catalyst class is: 310. (2) Reactant: [S:1]([C:5]1[CH:10]=[CH:9][C:8]([C:11]2[S:12][CH:13]=[C:14](C(O)=O)[N:15]=2)=[CH:7][CH:6]=1)(=[O:4])(=[O:3])[NH2:2].CC[N:21]([CH2:24]C)CC.C1C=CC(P(N=[N+]=[N-])(C2C=CC=CC=2)=[O:33])=CC=1.[CH2:43]([C:46]1[N:51]=[C:50]([NH2:52])[CH:49]=[CH:48][CH:47]=1)[CH2:44][CH3:45]. Product: [CH2:43]([C:46]1[N:51]=[C:50]([NH:52][C:24](=[O:33])[NH:21][C:14]2[N:15]=[C:11]([C:8]3[CH:7]=[CH:6][C:5]([S:1]([NH2:2])(=[O:3])=[O:4])=[CH:10][CH:9]=3)[S:12][CH:13]=2)[CH:49]=[CH:48][CH:47]=1)[CH2:44][CH3:45]. The catalyst class is: 249. (3) Reactant: [CH3:1][C:2]([CH3:34])([CH3:33])[CH2:3][C:4]([NH:6][C:7]1[C:8]([CH3:32])=[C:9]([CH3:31])[C:10]2[O:14][CH2:13][CH:12]([C:15]3[CH:20]=[CH:19][C:18](/[C:21](/[CH3:28])=[CH:22]/[C:23]([O:25][CH2:26][CH3:27])=[O:24])=[CH:17][CH:16]=3)[C:11]=2[C:29]=1[CH3:30])=[O:5]. Product: [CH3:34][C:2]([CH3:1])([CH3:33])[CH2:3][C:4]([NH:6][C:7]1[C:8]([CH3:32])=[C:9]([CH3:31])[C:10]2[O:14][CH2:13][CH:12]([C:15]3[CH:20]=[CH:19][C:18]([CH:21]([CH3:28])[CH2:22][C:23]([O:25][CH2:26][CH3:27])=[O:24])=[CH:17][CH:16]=3)[C:11]=2[C:29]=1[CH3:30])=[O:5]. The catalyst class is: 175.